Dataset: Merck oncology drug combination screen with 23,052 pairs across 39 cell lines. Task: Regression. Given two drug SMILES strings and cell line genomic features, predict the synergy score measuring deviation from expected non-interaction effect. (1) Drug 1: CC(=O)OC1C(=O)C2(C)C(O)CC3OCC3(OC(C)=O)C2C(OC(=O)c2ccccc2)C2(O)CC(OC(=O)C(O)C(NC(=O)c3ccccc3)c3ccccc3)C(C)=C1C2(C)C. Drug 2: CCN(CC)CCNC(=O)c1c(C)[nH]c(C=C2C(=O)Nc3ccc(F)cc32)c1C. Cell line: HT144. Synergy scores: synergy=11.3. (2) Drug 1: O=S1(=O)NC2(CN1CC(F)(F)F)C1CCC2Cc2cc(C=CCN3CCC(C(F)(F)F)CC3)ccc2C1. Drug 2: CCc1c2c(nc3ccc(O)cc13)-c1cc3c(c(=O)n1C2)COC(=O)C3(O)CC. Cell line: MDAMB436. Synergy scores: synergy=9.25. (3) Drug 1: O=S1(=O)NC2(CN1CC(F)(F)F)C1CCC2Cc2cc(C=CCN3CCC(C(F)(F)F)CC3)ccc2C1. Drug 2: Cn1nnc2c(C(N)=O)ncn2c1=O. Cell line: HT29. Synergy scores: synergy=11.9. (4) Drug 1: CN1C(=O)C=CC2(C)C3CCC4(C)C(NC(=O)OCC(F)(F)F)CCC4C3CCC12. Drug 2: CC1CC2C3CCC4=CC(=O)C=CC4(C)C3(F)C(O)CC2(C)C1(O)C(=O)CO. Cell line: SKOV3. Synergy scores: synergy=15.6.